From a dataset of Peptide-MHC class I binding affinity with 185,985 pairs from IEDB/IMGT. Regression. Given a peptide amino acid sequence and an MHC pseudo amino acid sequence, predict their binding affinity value. This is MHC class I binding data. (1) The peptide sequence is IVTMFEALPH. The MHC is HLA-A31:01 with pseudo-sequence HLA-A31:01. The binding affinity (normalized) is 0. (2) The peptide sequence is GLDSRAYRL. The MHC is HLA-E01:01 with pseudo-sequence HLA-E01:03. The binding affinity (normalized) is 0.0847. (3) The peptide sequence is QTNFKSLLR. The MHC is HLA-A33:01 with pseudo-sequence HLA-A33:01. The binding affinity (normalized) is 0.361. (4) The binding affinity (normalized) is 0.0847. The MHC is HLA-B15:17 with pseudo-sequence HLA-B15:17. The peptide sequence is KRKLMYVSA. (5) The peptide sequence is YQVPSLQYL. The MHC is Mamu-A20102 with pseudo-sequence Mamu-A20102. The binding affinity (normalized) is 0.0633. (6) The peptide sequence is YMHGSIHEV. The binding affinity (normalized) is 0.0847. The MHC is HLA-A01:01 with pseudo-sequence HLA-A01:01. (7) The peptide sequence is ADSEITETY. The MHC is HLA-B44:03 with pseudo-sequence HLA-B44:03. The binding affinity (normalized) is 0.267. (8) The peptide sequence is QQSEARRML. The MHC is HLA-A02:02 with pseudo-sequence HLA-A02:02. The binding affinity (normalized) is 0.504. (9) The peptide sequence is VLRGRHDAA. The MHC is HLA-A02:03 with pseudo-sequence HLA-A02:03. The binding affinity (normalized) is 0.453. (10) The peptide sequence is AYISSEATKPV. The MHC is Patr-A0901 with pseudo-sequence Patr-A0901. The binding affinity (normalized) is 0.754.